From a dataset of Peptide-MHC class II binding affinity with 134,281 pairs from IEDB. Regression. Given a peptide amino acid sequence and an MHC pseudo amino acid sequence, predict their binding affinity value. This is MHC class II binding data. (1) The peptide sequence is QKRTLSLLQYARYPI. The MHC is DRB1_1101 with pseudo-sequence DRB1_1101. The binding affinity (normalized) is 0.816. (2) The peptide sequence is NIWADDLAASLSTLE. The MHC is HLA-DPA10301-DPB10402 with pseudo-sequence HLA-DPA10301-DPB10402. The binding affinity (normalized) is 0.587. (3) The binding affinity (normalized) is 0.535. The peptide sequence is EKKYDAATQFEPLAA. The MHC is DRB1_1001 with pseudo-sequence DRB1_1001. (4) The peptide sequence is GINITNFRAILTAFS. The MHC is DRB1_0101 with pseudo-sequence DRB1_0101. The binding affinity (normalized) is 1.00. (5) The peptide sequence is NGVLITEGSVKGLTP. The MHC is DRB1_0101 with pseudo-sequence DRB1_0101. The binding affinity (normalized) is 0.852. (6) The peptide sequence is GELQIVDFIDAAFKI. The MHC is DRB1_1501 with pseudo-sequence DRB1_1501. The binding affinity (normalized) is 0.567. (7) The peptide sequence is WLGARYLEFEALGFLKK. The MHC is DRB1_0701 with pseudo-sequence DRB1_0701. The binding affinity (normalized) is 0.607. (8) The peptide sequence is DYVVMSAWYKEPN. The MHC is DRB4_0101 with pseudo-sequence DRB4_0103. The binding affinity (normalized) is 0.164. (9) The peptide sequence is PPTVTIFKISKTVSE. The MHC is HLA-DPA10103-DPB10201 with pseudo-sequence HLA-DPA10103-DPB10201. The binding affinity (normalized) is 0.260.